From a dataset of Forward reaction prediction with 1.9M reactions from USPTO patents (1976-2016). Predict the product of the given reaction. (1) Given the reactants [C:1]([O:4]O)(=[O:3])[CH3:2].[C:6]([O:9]CC)(=[O:8])[CH3:7].[C:12](O)(=O)[CH3:13], predict the reaction product. The product is: [C:1]([OH:4])(=[O:3])[CH2:2][CH2:12][CH2:13][CH2:7][C:6]([OH:9])=[O:8]. (2) Given the reactants C(NC(C)C)(C)C.C([Li])CCC.[CH3:13][C:14]([CH3:26])([O:16][C:17]([N:19]1[CH2:24][CH2:23][C:22](=[O:25])[CH2:21][CH2:20]1)=[O:18])[CH3:15].C1C=CC(N([S:34]([C:37]([F:40])([F:39])[F:38])(=[O:36])=[O:35])[S:34]([C:37]([F:40])([F:39])[F:38])(=[O:36])=[O:35])=CC=1, predict the reaction product. The product is: [CH3:15][C:14]([O:16][C:17]([N:19]1[CH2:24][CH:23]=[C:22]([O:25][S:34]([C:37]([F:40])([F:39])[F:38])(=[O:36])=[O:35])[CH2:21][CH2:20]1)=[O:18])([CH3:26])[CH3:13].